This data is from NCI-60 drug combinations with 297,098 pairs across 59 cell lines. The task is: Regression. Given two drug SMILES strings and cell line genomic features, predict the synergy score measuring deviation from expected non-interaction effect. (1) Drug 1: CNC(=O)C1=CC=CC=C1SC2=CC3=C(C=C2)C(=NN3)C=CC4=CC=CC=N4. Drug 2: CCCS(=O)(=O)NC1=C(C(=C(C=C1)F)C(=O)C2=CNC3=C2C=C(C=N3)C4=CC=C(C=C4)Cl)F. Cell line: RXF 393. Synergy scores: CSS=-0.117, Synergy_ZIP=-2.28, Synergy_Bliss=-3.22, Synergy_Loewe=-3.32, Synergy_HSA=-3.38. (2) Drug 1: CNC(=O)C1=CC=CC=C1SC2=CC3=C(C=C2)C(=NN3)C=CC4=CC=CC=N4. Drug 2: C1=CC=C(C=C1)NC(=O)CCCCCCC(=O)NO. Cell line: HS 578T. Synergy scores: CSS=-0.482, Synergy_ZIP=-3.18, Synergy_Bliss=0.211, Synergy_Loewe=-3.72, Synergy_HSA=-1.92. (3) Drug 1: CC1=C2C(C(=O)C3(C(CC4C(C3C(C(C2(C)C)(CC1OC(=O)C(C(C5=CC=CC=C5)NC(=O)OC(C)(C)C)O)O)OC(=O)C6=CC=CC=C6)(CO4)OC(=O)C)OC)C)OC. Drug 2: C1CCN(CC1)CCOC2=CC=C(C=C2)C(=O)C3=C(SC4=C3C=CC(=C4)O)C5=CC=C(C=C5)O. Cell line: HOP-62. Synergy scores: CSS=51.0, Synergy_ZIP=10.0, Synergy_Bliss=12.1, Synergy_Loewe=-15.9, Synergy_HSA=10.00. (4) Drug 1: CC12CCC3C(C1CCC2O)C(CC4=C3C=CC(=C4)O)CCCCCCCCCS(=O)CCCC(C(F)(F)F)(F)F. Drug 2: CCC1(C2=C(COC1=O)C(=O)N3CC4=CC5=C(C=CC(=C5CN(C)C)O)N=C4C3=C2)O.Cl. Cell line: SF-268. Synergy scores: CSS=24.6, Synergy_ZIP=-6.17, Synergy_Bliss=1.90, Synergy_Loewe=-24.7, Synergy_HSA=-0.472.